From a dataset of hERG Central: cardiac toxicity at 1µM, 10µM, and general inhibition. Predict hERG channel inhibition at various concentrations. (1) The compound is Cc1cc2c(c(=O)n1CCN(C)C)C(c1ccc(Br)cc1)C(C#N)=C(N)O2. Results: hERG_inhib (hERG inhibition (general)): blocker. (2) The compound is O=C(O)C(=O)O.O=S(=O)(c1ccc(Cl)cc1)N(CCCN1CCOCC1)Cc1cccs1. Results: hERG_inhib (hERG inhibition (general)): blocker.